Dataset: Reaction yield outcomes from USPTO patents with 853,638 reactions. Task: Predict the reaction yield, written as a fraction of the theoretical maximum amount of product (1.0 means a 100% yield; for example, 0.34 means a 34% yield). (1) The reactants are [F:1][C:2]1[C:3]([N+:21]([O-])=O)=[C:4]2[C:9]3=[C:10]([O:13][CH2:14][C@H:15]([CH3:16])[N:8]3[CH:7]=[C:6]([C:17]([NH2:19])=[O:18])[C:5]2=[O:20])[C:11]=1[F:12].S(S([O-])=O)([O-])=O.[Na+].[Na+].O. The catalyst is O.CO. The product is [NH2:21][C:3]1[C:2]([F:1])=[C:11]([F:12])[C:10]2[O:13][CH2:14][C@H:15]([CH3:16])[N:8]3[C:9]=2[C:4]=1[C:5](=[O:20])[C:6]([C:17]([NH2:19])=[O:18])=[CH:7]3. The yield is 0.740. (2) The reactants are [C:1](=O)([O-])[O-].[K+].[K+].[CH2:7]([O:9][CH2:10][O:11][C:12]1[CH:17]=[C:16]([O:18][CH2:19][O:20][CH2:21][CH3:22])[CH:15]=[CH:14][C:13]=1[OH:23])[CH3:8].CI. The catalyst is CN(C)C=O. The product is [CH2:7]([O:9][CH2:10][O:11][C:12]1[CH:17]=[C:16]([O:18][CH2:19][O:20][CH2:21][CH3:22])[CH:15]=[CH:14][C:13]=1[O:23][CH3:1])[CH3:8]. The yield is 0.910. (3) The reactants are Cl.[S:2]([N:12]1[C:16]2[N:17]=[CH:18][C:19]3[N:20]([C:21]([C@@H:24]4[CH2:28][CH2:27][C@H:26]([NH2:29])[CH2:25]4)=[N:22][N:23]=3)[C:15]=2[CH:14]=[CH:13]1)([C:5]1[CH:11]=[CH:10][C:8]([CH3:9])=[CH:7][CH:6]=1)(=[O:4])=[O:3].CC([O-])=O.[Na+].C[O:36][CH:37]1[CH:41]([CH:42]=O)[CH2:40][CH:39](OC)O1. The catalyst is C(Cl)Cl.O. The product is [S:2]([N:12]1[C:16]2[N:17]=[CH:18][C:19]3[N:20]([C:21]([C@@H:24]4[CH2:28][CH2:27][C@H:26]([N:29]5[CH:39]=[CH:40][C:41]([CH:37]=[O:36])=[CH:42]5)[CH2:25]4)=[N:22][N:23]=3)[C:15]=2[CH:14]=[CH:13]1)([C:5]1[CH:11]=[CH:10][C:8]([CH3:9])=[CH:7][CH:6]=1)(=[O:4])=[O:3]. The yield is 0.330. (4) The reactants are [Cl:1][C:2]1[N:7]=[C:6](Cl)[CH:5]=[C:4]([C:9]2[CH:14]=[CH:13][CH:12]=[CH:11][CH:10]=2)[N:3]=1.CCN(C(C)C)C(C)C.[CH3:24][C@@H:25]([NH2:32])[C:26]1[CH:31]=[CH:30][CH:29]=[CH:28][CH:27]=1. The catalyst is CO. The product is [Cl:1][C:2]1[N:7]=[C:6]([NH:32][C@@H:25]([C:26]2[CH:31]=[CH:30][CH:29]=[CH:28][CH:27]=2)[CH3:24])[CH:5]=[C:4]([C:9]2[CH:14]=[CH:13][CH:12]=[CH:11][CH:10]=2)[N:3]=1. The yield is 0.308. (5) The reactants are [CH3:16][C:11]1([CH3:17])[C:12]([CH3:15])([CH3:14])[O:13][B:9]([B:9]2[O:13][C:12]([CH3:15])([CH3:14])[C:11]([CH3:17])([CH3:16])[O:10]2)[O:10]1.[Cl:19][C:20]1[CH:21]=[C:22]([CH:25]=[C:26](I)[CH:27]=1)[C:23]#[N:24].C([O-])(=O)C.[K+]. The catalyst is O1CCOCC1.C1C=CC(P(C2C=CC=CC=2)[C-]2C=CC=C2)=CC=1.C1C=CC(P(C2C=CC=CC=2)[C-]2C=CC=C2)=CC=1.Cl[Pd]Cl.[Fe+2].C(Cl)Cl. The product is [Cl:19][C:20]1[CH:21]=[C:22]([CH:25]=[C:26]([B:9]2[O:10][C:11]([CH3:16])([CH3:17])[C:12]([CH3:14])([CH3:15])[O:13]2)[CH:27]=1)[C:23]#[N:24]. The yield is 0.200. (6) The reactants are [Cl:1][C:2]1[CH:7]=[CH:6][C:5]([C:8]2[N:12]=[C:11]([CH2:13]O)[S:10][N:9]=2)=[CH:4][CH:3]=1.P(Br)(Br)[Br:16].O. The catalyst is C1(C)C=CC=CC=1. The product is [Br:16][CH2:13][C:11]1[S:10][N:9]=[C:8]([C:5]2[CH:6]=[CH:7][C:2]([Cl:1])=[CH:3][CH:4]=2)[N:12]=1. The yield is 0.750. (7) The reactants are [NH2:1][C:2]1[CH:3]=[C:4]([C:8]2[S:12][C:11]([C:13]3[CH:14]=[C:15]4[C:19](=[CH:20][CH:21]=3)[C:18](=[O:22])[N:17]([CH3:23])[CH2:16]4)=[CH:10][CH:9]=2)[CH:5]=[N:6][CH:7]=1.[CH3:24][O:25][C:26]1[CH:27]=[C:28]([S:32](Cl)(=[O:34])=[O:33])[CH:29]=[CH:30][CH:31]=1. No catalyst specified. The product is [CH3:24][O:25][C:26]1[CH:27]=[C:28]([S:32]([NH:1][C:2]2[CH:7]=[N:6][CH:5]=[C:4]([C:8]3[S:12][C:11]([C:13]4[CH:14]=[C:15]5[C:19](=[CH:20][CH:21]=4)[C:18](=[O:22])[N:17]([CH3:23])[CH2:16]5)=[CH:10][CH:9]=3)[CH:3]=2)(=[O:34])=[O:33])[CH:29]=[CH:30][CH:31]=1. The yield is 0.330. (8) The yield is 0.800. The product is [Cl:1][C:2]1[CH:15]=[C:14]([Cl:16])[CH:13]=[CH:12][C:3]=1[CH2:4][C:5]1[N:10]=[N:9][C:8]([O:11][C:19](=[O:20])[N:18]([CH3:17])[C:22]2[CH:27]=[CH:26][CH:25]=[CH:24][CH:23]=2)=[CH:7][CH:6]=1. The catalyst is CN(C)C=O. The reactants are [Cl:1][C:2]1[CH:15]=[C:14]([Cl:16])[CH:13]=[CH:12][C:3]=1[CH2:4][C:5]1[N:10]=[N:9][C:8]([OH:11])=[CH:7][CH:6]=1.[CH3:17][N:18]([C:22]1[CH:27]=[CH:26][CH:25]=[CH:24][CH:23]=1)[C:19](Cl)=[O:20].N12CCN(CC1)CC2.O. (9) The reactants are Cl.[CH2:2]1[C:6]2([CH2:11][CH2:10][N:9]([CH2:12][C:13]([OH:15])=O)[CH2:8][CH2:7]2)[CH2:5][O:4][O:3]1.[NH2:16][C@@H:17]([CH2:35][O:36][CH2:37][C:38]1[CH:43]=[CH:42][CH:41]=[CH:40][CH:39]=1)[C:18]([NH:20][C:21]1[CH:26]=[CH:25][C:24]([O:27][C:28]2[CH:33]=[CH:32][C:31]([F:34])=[CH:30][CH:29]=2)=[CH:23][CH:22]=1)=[O:19]. No catalyst specified. The product is [CH2:5]1[C:6]2([CH2:7][CH2:8][N:9]([CH2:12][C:13]([NH:16][C@@H:17]([CH2:35][O:36][CH2:37][C:38]3[CH:39]=[CH:40][CH:41]=[CH:42][CH:43]=3)[C:18]([NH:20][C:21]3[CH:22]=[CH:23][C:24]([O:27][C:28]4[CH:33]=[CH:32][C:31]([F:34])=[CH:30][CH:29]=4)=[CH:25][CH:26]=3)=[O:19])=[O:15])[CH2:10][CH2:11]2)[CH2:2][O:3][O:4]1. The yield is 0.481. (10) The reactants are [F:1][C:2]1[CH:7]=[CH:6][CH:5]=[CH:4][C:3]=1[C:8]1[N:12]([S:13]([C:16]2[CH:21]=[CH:20][CH:19]=[CH:18][C:17]=2[F:22])(=[O:15])=[O:14])[CH:11]=[C:10]([CH:23]=O)[CH:9]=1.CO.[CH3:27][NH2:28].[BH4-].[Na+].[ClH:31].C(=O)([O-])O.[Na+]. The catalyst is CO. The product is [ClH:31].[F:1][C:2]1[CH:7]=[CH:6][CH:5]=[CH:4][C:3]=1[C:8]1[N:12]([S:13]([C:16]2[CH:21]=[CH:20][CH:19]=[CH:18][C:17]=2[F:22])(=[O:15])=[O:14])[CH:11]=[C:10]([CH2:23][NH:28][CH3:27])[CH:9]=1. The yield is 0.700.